This data is from Full USPTO retrosynthesis dataset with 1.9M reactions from patents (1976-2016). The task is: Predict the reactants needed to synthesize the given product. (1) Given the product [C@H:1]1([N:13]2[CH2:18][CH2:17][CH:16]([N:19]3[C:20]4[CH:25]=[CH:24][CH:23]=[CH:22][C:21]=4[N:26]([CH2:27][C:28]([NH:30][CH3:31])=[O:29])[C:38]3=[O:39])[CH2:15][CH2:14]2)[C:11]2=[C:12]3[C:7](=[CH:8][CH:9]=[CH:10]2)[CH:6]=[CH:5][CH:4]=[C:3]3[CH2:2]1, predict the reactants needed to synthesize it. The reactants are: [C@H:1]1([N:13]2[CH2:18][CH2:17][CH:16]([NH:19][C:20]3[CH:25]=[CH:24][CH:23]=[CH:22][C:21]=3[NH:26][CH2:27][C:28]([NH:30][CH3:31])=[O:29])[CH2:15][CH2:14]2)[C:11]2=[C:12]3[C:7](=[CH:8][CH:9]=[CH:10]2)[CH:6]=[CH:5][CH:4]=[C:3]3[CH2:2]1.CN1C=CN=C1.[C:38](OC(OC(C)(C)C)=O)(OC(C)(C)C)=[O:39]. (2) Given the product [CH2:27]([N:29]([CH2:35][CH3:36])[CH2:30][CH2:31][CH2:32][CH2:33][NH:34][C:16]1[N:15]=[C:14]2[N:13]([CH2:24][CH3:25])[C:12](=[O:26])[N:11]([C:5]3[CH:4]=[C:3]([O:2][CH3:1])[CH:8]=[C:7]([O:9][CH3:10])[CH:6]=3)[CH2:20][C:19]2=[CH:18][N:17]=1)[CH3:28], predict the reactants needed to synthesize it. The reactants are: [CH3:1][O:2][C:3]1[CH:4]=[C:5]([N:11]2[CH2:20][C:19]3[C:14](=[N:15][C:16](S(C)=O)=[N:17][CH:18]=3)[N:13]([CH2:24][CH3:25])[C:12]2=[O:26])[CH:6]=[C:7]([O:9][CH3:10])[CH:8]=1.[CH2:27]([N:29]([CH2:35][CH3:36])[CH2:30][CH2:31][CH2:32][CH2:33][NH2:34])[CH3:28].FC(F)(F)C(O)=O.